From a dataset of Forward reaction prediction with 1.9M reactions from USPTO patents (1976-2016). Predict the product of the given reaction. (1) Given the reactants [CH:1]1[C:10]2[C:5](=[CH:6][CH:7]=[CH:8][CH:9]=2)[CH:4]=[CH:3][C:2]=1[O:11][C:12]1[CH:17]=[CH:16][C:15]([N+:18]([O-])=O)=[CH:14][CH:13]=1, predict the reaction product. The product is: [CH:1]1[C:10]2[C:5](=[CH:6][CH:7]=[CH:8][CH:9]=2)[CH:4]=[CH:3][C:2]=1[O:11][C:12]1[CH:17]=[CH:16][C:15]([NH2:18])=[CH:14][CH:13]=1. (2) Given the reactants COC1C=C(OC)C=CC=1C[N:6]([C:39]1[S:43][N:42]=[CH:41][N:40]=1)[S:7]([C:10]1[C:37]([F:38])=[CH:36][C:13]2[N:14]([CH2:18][C:19]3[CH:24]=[CH:23][CH:22]=[CH:21][C:20]=3/[CH:25]=[CH:26]/[CH2:27][NH:28]C(=O)OC(C)(C)C)[C:15](=[O:17])[O:16][C:12]=2[CH:11]=1)(=[O:9])=[O:8].C(O)(C(F)(F)F)=O, predict the reaction product. The product is: [NH2:28][CH2:27]/[CH:26]=[CH:25]/[C:20]1[CH:21]=[CH:22][CH:23]=[CH:24][C:19]=1[CH2:18][N:14]1[C:13]2[CH:36]=[C:37]([F:38])[C:10]([S:7]([NH:6][C:39]3[S:43][N:42]=[CH:41][N:40]=3)(=[O:9])=[O:8])=[CH:11][C:12]=2[O:16][C:15]1=[O:17]. (3) Given the reactants [F:1][C:2]1[CH:3]=[C:4]([CH:9]=[CH:10][C:11]=1[C:12]1[C:20]2[C:15](=[CH:16][CH:17]=[CH:18][C:19]=2[F:21])[NH:14][N:13]=1)[C:5]([O:7][CH3:8])=[O:6].Br[CH2:23][C:24]1[C:29]([Cl:30])=[CH:28][CH:27]=[CH:26][C:25]=1[C:31]1([OH:35])[CH2:34][CH2:33][CH2:32]1.C([O-])([O-])=O.[Cs+].[Cs+], predict the reaction product. The product is: [Cl:30][C:29]1[CH:28]=[CH:27][CH:26]=[C:25]([C:31]2([OH:35])[CH2:34][CH2:33][CH2:32]2)[C:24]=1[CH2:23][N:14]1[C:15]2[C:20](=[C:19]([F:21])[CH:18]=[CH:17][CH:16]=2)[C:12]([C:11]2[CH:10]=[CH:9][C:4]([C:5]([O:7][CH3:8])=[O:6])=[CH:3][C:2]=2[F:1])=[N:13]1. (4) Given the reactants [CH-:1]1[CH:5]=[CH:4][CH:3]=[CH:2]1.[CH-:6]1[CH:10]=[CH:9][CH:8]=[CH:7]1.[Rh+2:11].[CH3:12][CH:13]([Si:15]([CH:55]([CH3:57])[CH3:56])([CH:52]([CH3:54])[CH3:53])[C:16]#[C:17][C:18]1[C:39]2[C:30](=[CH:31][C:32]3[C:37]([CH:38]=2)=[CH:36][CH:35]=[CH:34][CH:33]=3)[C:29]([C:40]#[C:41][Si:42]([CH:49]([CH3:51])[CH3:50])([CH:46]([CH3:48])[CH3:47])[CH:43]([CH3:45])[CH3:44])=[C:28]2[C:19]=1[CH:20]=[C:21]1[C:26](=[CH:27]2)[CH:25]=[CH:24][CH:23]=[CH:22]1)[CH3:14], predict the reaction product. The product is: [CH-:1]1[CH:5]=[CH:4][CH:3]=[CH:2]1.[CH-:6]1[CH:10]=[CH:9][CH:8]=[CH:7]1.[Rh+2:11].[CH3:48][CH:46]([Si:42]([CH:49]([CH3:51])[CH3:50])([CH:43]([CH3:45])[CH3:44])[C:41]#[C:40][C:29]1[C:28]2[C:19](=[CH:20][C:21]3[C:26]([CH:27]=2)=[CH:25][CH:24]=[CH:23][CH:22]=3)[C:18]([C:17]#[C:16][Si:15]([CH:52]([CH3:54])[CH3:53])([CH:13]([CH3:14])[CH3:12])[CH:55]([CH3:56])[CH3:57])=[C:39]2[C:30]=1[CH:31]=[C:32]1[C:37](=[CH:38]2)[CH:36]=[CH:35][CH:34]=[CH:33]1)[CH3:47]. (5) The product is: [CH3:1][N:2]1[CH:6]=[CH:5][N:4]=[C:3]1[CH:7]1[CH2:12][CH2:11][N:10]([C:13]([O:15][C:16]([CH3:19])([CH3:18])[CH3:17])=[O:14])[CH2:9][CH2:8]1. Given the reactants [CH3:1][N:2]1[CH:6]=[CH:5][N:4]=[C:3]1[C:7]1[CH2:8][CH2:9][N:10]([C:13]([O:15][C:16]([CH3:19])([CH3:18])[CH3:17])=[O:14])[CH2:11][CH:12]=1, predict the reaction product. (6) Given the reactants [NH2:1][C:2]1[C:3]([C:12]([NH:14][C@H:15]([C:22]([O:24][CH3:25])=[O:23])[CH2:16][CH2:17][C:18]([CH3:21])([CH3:20])[CH3:19])=[O:13])=[CH:4][C:5]2[C:10]([CH:11]=1)=[CH:9][CH:8]=[CH:7][CH:6]=2.[N:26]([C:29]1[C:34]([CH3:35])=[CH:33][C:32]([CH3:36])=[CH:31][C:30]=1[CH3:37])=[C:27]=[O:28], predict the reaction product. The product is: [CH3:20][C:18]([CH3:21])([CH3:19])[CH2:17][CH2:16][C@@H:15]([C:22]([O:24][CH3:25])=[O:23])[NH:14][C:12]([C:3]1[C:2]([NH:1][C:27]([NH:26][C:29]2[C:30]([CH3:37])=[CH:31][C:32]([CH3:36])=[CH:33][C:34]=2[CH3:35])=[O:28])=[CH:11][C:10]2[C:5](=[CH:6][CH:7]=[CH:8][CH:9]=2)[CH:4]=1)=[O:13]. (7) Given the reactants [F:1][C:2]1[CH:3]=[C:4]([S:14]([NH:17][C:18]2[CH:19]=[C:20]([NH:24][C:25](=[O:37])[C:26]([NH:29]C(=O)OC(C)(C)C)([CH3:28])[CH3:27])[CH:21]=[CH:22][CH:23]=2)(=[O:16])=[O:15])[CH:5]=[CH:6][C:7]=1[C:8]1[O:9][C:10]([CH3:13])=[CH:11][CH:12]=1.[ClH:38], predict the reaction product. The product is: [ClH:38].[F:1][C:2]1[CH:3]=[C:4]([S:14]([NH:17][C:18]2[CH:19]=[C:20]([NH:24][C:25](=[O:37])[C:26]([CH3:27])([CH3:28])[NH2:29])[CH:21]=[CH:22][CH:23]=2)(=[O:16])=[O:15])[CH:5]=[CH:6][C:7]=1[C:8]1[O:9][C:10]([CH3:13])=[CH:11][CH:12]=1.